This data is from Forward reaction prediction with 1.9M reactions from USPTO patents (1976-2016). The task is: Predict the product of the given reaction. Given the reactants CC(C)([O-])C.[K+].Cl.[Cl:8][C:9]1[CH:10]=[C:11]2[C:16](=[CH:17][CH:18]=1)[CH2:15][NH:14][CH2:13][CH2:12]2.Br[C:20]1[CH:25]=[C:24]([C:26]([F:29])([F:28])[F:27])[C:23]([NH:30][C:31](=[O:37])[CH2:32][C:33]([CH3:36])([CH3:35])[CH3:34])=[C:22]([Cl:38])[CH:21]=1, predict the reaction product. The product is: [Cl:38][C:22]1[CH:21]=[C:20]([N:14]2[CH2:13][CH2:12][C:11]3[C:16](=[CH:17][CH:18]=[C:9]([Cl:8])[CH:10]=3)[CH2:15]2)[CH:25]=[C:24]([C:26]([F:29])([F:28])[F:27])[C:23]=1[NH:30][C:31](=[O:37])[CH2:32][C:33]([CH3:35])([CH3:34])[CH3:36].